Dataset: NCI-60 drug combinations with 297,098 pairs across 59 cell lines. Task: Regression. Given two drug SMILES strings and cell line genomic features, predict the synergy score measuring deviation from expected non-interaction effect. (1) Drug 1: CCC1(C2=C(COC1=O)C(=O)N3CC4=CC5=C(C=CC(=C5CN(C)C)O)N=C4C3=C2)O. Drug 2: CCC1=C2N=C(C=C(N2N=C1)NCC3=C[N+](=CC=C3)[O-])N4CCCCC4CCO. Cell line: OVCAR3. Synergy scores: CSS=71.9, Synergy_ZIP=-4.28, Synergy_Bliss=-4.29, Synergy_Loewe=-4.92, Synergy_HSA=-0.468. (2) Drug 1: CN1C2=C(C=C(C=C2)N(CCCl)CCCl)N=C1CCCC(=O)O.Cl. Drug 2: C#CCC(CC1=CN=C2C(=N1)C(=NC(=N2)N)N)C3=CC=C(C=C3)C(=O)NC(CCC(=O)O)C(=O)O. Cell line: MCF7. Synergy scores: CSS=0.824, Synergy_ZIP=-0.389, Synergy_Bliss=-1.43, Synergy_Loewe=-2.16, Synergy_HSA=-2.41. (3) Drug 1: CC1=C2C(C(=O)C3(C(CC4C(C3C(C(C2(C)C)(CC1OC(=O)C(C(C5=CC=CC=C5)NC(=O)OC(C)(C)C)O)O)OC(=O)C6=CC=CC=C6)(CO4)OC(=O)C)OC)C)OC. Drug 2: CS(=O)(=O)OCCCCOS(=O)(=O)C. Cell line: MDA-MB-435. Synergy scores: CSS=37.7, Synergy_ZIP=3.49, Synergy_Bliss=-3.21, Synergy_Loewe=-34.7, Synergy_HSA=-7.48. (4) Drug 1: C1=C(C(=O)NC(=O)N1)N(CCCl)CCCl. Drug 2: CC1CCCC2(C(O2)CC(NC(=O)CC(C(C(=O)C(C1O)C)(C)C)O)C(=CC3=CSC(=N3)C)C)C. Cell line: NCI-H460. Synergy scores: CSS=14.1, Synergy_ZIP=-1.44, Synergy_Bliss=-2.56, Synergy_Loewe=-4.56, Synergy_HSA=-4.10. (5) Drug 1: CC1C(C(CC(O1)OC2CC(CC3=C2C(=C4C(=C3O)C(=O)C5=C(C4=O)C(=CC=C5)OC)O)(C(=O)C)O)N)O.Cl. Drug 2: CN(C)C1=NC(=NC(=N1)N(C)C)N(C)C. Cell line: SNB-19. Synergy scores: CSS=28.2, Synergy_ZIP=9.24, Synergy_Bliss=6.60, Synergy_Loewe=-14.0, Synergy_HSA=5.09. (6) Cell line: A498. Synergy scores: CSS=6.36, Synergy_ZIP=-8.15, Synergy_Bliss=-0.584, Synergy_Loewe=-21.1, Synergy_HSA=-1.55. Drug 1: CCC1=CC2CC(C3=C(CN(C2)C1)C4=CC=CC=C4N3)(C5=C(C=C6C(=C5)C78CCN9C7C(C=CC9)(C(C(C8N6C)(C(=O)OC)O)OC(=O)C)CC)OC)C(=O)OC.C(C(C(=O)O)O)(C(=O)O)O. Drug 2: N.N.Cl[Pt+2]Cl. (7) Drug 1: CC1=C(C=C(C=C1)C(=O)NC2=CC(=CC(=C2)C(F)(F)F)N3C=C(N=C3)C)NC4=NC=CC(=N4)C5=CN=CC=C5. Drug 2: C1=CN(C=N1)CC(O)(P(=O)(O)O)P(=O)(O)O. Cell line: OVCAR-4. Synergy scores: CSS=-2.56, Synergy_ZIP=1.56, Synergy_Bliss=-0.622, Synergy_Loewe=-4.45, Synergy_HSA=-3.88.